Task: Predict the reactants needed to synthesize the given product.. Dataset: Full USPTO retrosynthesis dataset with 1.9M reactions from patents (1976-2016) Given the product [C:1]([Si:5]([O:8][CH2:9][C@@H:10]1[C@H:17]2[O:16][C:15]([CH3:19])([CH3:18])[O:14][C@H:13]2[C@@H:12]2[O:28][C@H:11]12)([CH3:7])[CH3:6])([CH3:4])([CH3:2])[CH3:3], predict the reactants needed to synthesize it. The reactants are: [C:1]([Si:5]([O:8][CH2:9][C@@H:10]1[C@@H:17]2[C@@H:13]([O:14][C:15]([CH3:19])([CH3:18])[O:16]2)[CH:12]=[CH:11]1)([CH3:7])[CH3:6])([CH3:4])([CH3:3])[CH3:2].C1C=C(Cl)C=C(C(OO)=[O:28])C=1.